From a dataset of Full USPTO retrosynthesis dataset with 1.9M reactions from patents (1976-2016). Predict the reactants needed to synthesize the given product. (1) Given the product [OH:8][C:9]1[C:10](=[O:28])[N:11]([CH3:27])[CH:12]=[C:13]([C:15]2[N:20]=[C:19]([C:21]3[CH:22]=[CH:23][CH:24]=[CH:25][CH:26]=3)[CH:18]=[CH:17][N:16]=2)[CH:14]=1, predict the reactants needed to synthesize it. The reactants are: C([O:8][C:9]1[C:10](=[O:28])[N:11]([CH3:27])[CH:12]=[C:13]([C:15]2[N:20]=[C:19]([C:21]3[CH:26]=[CH:25][CH:24]=[CH:23][CH:22]=3)[CH:18]=[CH:17][N:16]=2)[CH:14]=1)C1C=CC=CC=1.C(S)C.B(F)(F)F.CCOCC. (2) Given the product [CH3:23][C:7]1[CH:6]=[C:5](/[CH:4]=[CH:3]/[C:2]([F:1])([F:24])[F:25])[CH:22]=[CH:21][C:8]=1[C:9]([NH:11][C:12]1[CH:20]=[C:19]2[C:15]([CH2:16][CH2:17][N:18]2[C:35](=[O:38])[CH2:36][CH3:37])=[CH:14][CH:13]=1)=[O:10], predict the reactants needed to synthesize it. The reactants are: [F:1][C:2]([F:25])([F:24])/[CH:3]=[CH:4]/[C:5]1[CH:22]=[CH:21][C:8]([C:9]([NH:11][C:12]2[CH:20]=[C:19]3[C:15]([CH2:16][CH2:17][NH:18]3)=[CH:14][CH:13]=2)=[O:10])=[C:7]([CH3:23])[CH:6]=1.C(N(CC)C(C)C)(C)C.[C:35](Cl)(=[O:38])[CH2:36][CH3:37]. (3) Given the product [CH3:1][C@@:2]1([CH2:13][O:14][C:15]2[CH:20]=[CH:19][C:18]([N:21]3[CH2:26][CH2:25][N:24]([CH2:27][C:47]4[CH:46]=[CH:45][C:44]([O:43][C:42]([F:41])([F:52])[F:53])=[CH:51][CH:50]=4)[CH2:23][CH2:22]3)=[CH:17][CH:16]=2)[O:6][C:5]2=[N:7][C:8]([N+:10]([O-:12])=[O:11])=[CH:9][N:4]2[CH2:3]1, predict the reactants needed to synthesize it. The reactants are: [CH3:1][C@@:2]1([CH2:13][O:14][C:15]2[CH:20]=[CH:19][C:18]([N:21]3[CH2:26][CH2:25][N:24]([C:27](OC(C)(C)C)=O)[CH2:23][CH2:22]3)=[CH:17][CH:16]=2)[O:6][C:5]2=[N:7][C:8]([N+:10]([O-:12])=[O:11])=[CH:9][N:4]2[CH2:3]1.FC(F)(F)C(O)=O.[F:41][C:42]([F:53])([F:52])[O:43][C:44]1[CH:51]=[CH:50][C:47](C=O)=[CH:46][CH:45]=1.C(O[BH-](OC(=O)C)OC(=O)C)(=O)C.[Na+].C(=O)([O-])O.[Na+]. (4) Given the product [C:26]([O:25][C:23](=[O:24])[NH:22][C@@H:19]1[CH2:20][CH2:21][C@H:16]([N:13]2[CH2:14][CH2:15][C@H:11]([NH2:10])[C:12]2=[O:33])[C@H:17]([CH2:30][CH2:31][CH3:32])[CH2:18]1)([CH3:29])([CH3:28])[CH3:27], predict the reactants needed to synthesize it. The reactants are: C(OC(=O)[NH:10][C@H:11]1[CH2:15][CH2:14][N:13]([C@H:16]2[CH2:21][CH2:20][C@@H:19]([NH:22][C:23]([O:25][C:26]([CH3:29])([CH3:28])[CH3:27])=[O:24])[CH2:18][C@H:17]2[CH2:30][CH2:31][CH3:32])[C:12]1=[O:33])C1C=CC=CC=1. (5) Given the product [C:1]([O:5][C:6]([N:8]1[CH2:14][C@H:13]([O:15][CH3:16])[CH2:12][C@H:9]1[CH:10]=[O:11])=[O:7])([CH3:4])([CH3:3])[CH3:2], predict the reactants needed to synthesize it. The reactants are: [C:1]([O:5][C:6]([N:8]1[CH2:14][C@H:13]([O:15][CH3:16])[CH2:12][C@H:9]1[CH2:10][OH:11])=[O:7])([CH3:4])([CH3:3])[CH3:2].C(OC(N1CCC[C@H]1CO)=O)(C)(C)C. (6) The reactants are: [F:1][C:2]1[CH:3]=[C:4]2[C:8](=[CH:9][CH:10]=1)[NH:7][C:6](=[O:11])[C:5]2=[CH:12][C:13]1[CH:14]=[C:15]([CH:27]=[CH:28][CH:29]=1)[C:16]([NH:18][CH2:19][CH2:20][CH2:21][CH2:22][CH2:23][C:24](O)=[O:25])=[O:17].Cl.C(N=C=NCCCN(C)C)C.OC1C2N=NNC=2C=CC=1.C(N(CC)CC)C.[F:59][C:60]1[CH:65]=[CH:64][C:63]([NH2:66])=[C:62]([NH2:67])[CH:61]=1. Given the product [F:1][C:2]1[CH:3]=[C:4]2[C:8](=[CH:9][CH:10]=1)[NH:7][C:6](=[O:11])[C:5]2=[CH:12][C:13]1[CH:14]=[C:15]([CH:27]=[CH:28][CH:29]=1)[C:16]([NH:18][CH2:19][CH2:20][CH2:21][CH2:22][CH2:23][C:24]([NH:66][C:63]1[CH:64]=[CH:65][C:60]([F:59])=[CH:61][C:62]=1[NH2:67])=[O:25])=[O:17], predict the reactants needed to synthesize it. (7) Given the product [Br:31][CH2:12][C:3]1[CH:4]=[C:5]2[C:10](=[CH:11][C:2]=1[Cl:1])[N:9]=[CH:8][CH:7]=[CH:6]2, predict the reactants needed to synthesize it. The reactants are: [Cl:1][C:2]1[CH:11]=[C:10]2[C:5]([CH:6]=[CH:7][CH:8]=[N:9]2)=[CH:4][C:3]=1[CH3:12].C(OOC(=O)C1C=CC=CC=1)(=O)C1C=CC=CC=1.[Br:31]N1C(=O)CCC1=O.